Dataset: Full USPTO retrosynthesis dataset with 1.9M reactions from patents (1976-2016). Task: Predict the reactants needed to synthesize the given product. (1) Given the product [C:1]([NH:8][CH2:9][CH2:10][NH:17][CH3:16])([O:3][C:4]([CH3:7])([CH3:6])[CH3:5])=[O:2], predict the reactants needed to synthesize it. The reactants are: [C:1]([NH:8][CH2:9][CH2:10]OS(C)(=O)=O)([O:3][C:4]([CH3:7])([CH3:6])[CH3:5])=[O:2].[CH3:16][NH2:17]. (2) Given the product [O:13]=[C:11]1[C:10](=[CH:19][C:21]2[N:22]=[C:23]3[C:28](=[CH:29][CH:30]=2)[N:27]=[CH:26][C:25]([C:31]#[N:32])=[CH:24]3)[S:9][C:8]([NH:7][CH2:6][C:2]2[S:1][CH:5]=[CH:4][CH:3]=2)=[N:12]1, predict the reactants needed to synthesize it. The reactants are: [S:1]1[CH:5]=[CH:4][CH:3]=[C:2]1[CH2:6][NH:7][C:8]1[S:9][CH2:10][C:11](=[O:13])[N:12]=1.C(O[Na])(C)=O.[CH:19]([C:21]1[N:22]=[C:23]2[C:28](=[CH:29][CH:30]=1)[N:27]=[CH:26][C:25]([C:31]#[N:32])=[CH:24]2)=O.